The task is: Predict the reaction yield, written as a fraction of the theoretical maximum amount of product (1.0 means a 100% yield; for example, 0.34 means a 34% yield).. This data is from Reaction yield outcomes from USPTO patents with 853,638 reactions. The reactants are [CH3:1][O:2][C:3]1[CH:4]=[C:5]2[C:10](=[CH:11][C:12]=1[O:13][CH3:14])[N:9]=[CH:8][CH:7]=[C:6]2[O:15][C:16]1[C:22]([CH3:23])=[CH:21][C:19]([NH2:20])=[C:18]([CH3:24])[CH:17]=1.ClC(Cl)(O[C:29](=[O:35])OC(Cl)(Cl)Cl)Cl.[CH2:37]([NH2:40])[CH2:38][CH3:39].C(=O)([O-])O.[Na+]. The catalyst is C(Cl)(Cl)Cl.C(N(CC)CC)C. The product is [CH3:1][O:2][C:3]1[CH:4]=[C:5]2[C:10](=[CH:11][C:12]=1[O:13][CH3:14])[N:9]=[CH:8][CH:7]=[C:6]2[O:15][C:16]1[C:22]([CH3:23])=[CH:21][C:19]([NH:20][C:29]([NH:40][CH2:37][CH2:38][CH3:39])=[O:35])=[C:18]([CH3:24])[CH:17]=1. The yield is 0.950.